From a dataset of Forward reaction prediction with 1.9M reactions from USPTO patents (1976-2016). Predict the product of the given reaction. Given the reactants [CH3:1][C:2]1[CH:6]=[C:5]([NH2:7])[NH:4][N:3]=1.[Br:8][CH:9]([CH:12]=O)[CH:10]=O, predict the reaction product. The product is: [Br:8][C:9]1[CH:10]=[C:6]2[C:2]([CH3:1])=[N:3][NH:4][C:5]2=[N:7][CH:12]=1.